This data is from NCI-60 drug combinations with 297,098 pairs across 59 cell lines. The task is: Regression. Given two drug SMILES strings and cell line genomic features, predict the synergy score measuring deviation from expected non-interaction effect. (1) Drug 1: CN(C)N=NC1=C(NC=N1)C(=O)N. Drug 2: CC1=CC=C(C=C1)C2=CC(=NN2C3=CC=C(C=C3)S(=O)(=O)N)C(F)(F)F. Cell line: HT29. Synergy scores: CSS=4.61, Synergy_ZIP=-1.45, Synergy_Bliss=-1.46, Synergy_Loewe=-11.9, Synergy_HSA=-3.37. (2) Drug 1: CCN(CC)CCNC(=O)C1=C(NC(=C1C)C=C2C3=C(C=CC(=C3)F)NC2=O)C. Drug 2: B(C(CC(C)C)NC(=O)C(CC1=CC=CC=C1)NC(=O)C2=NC=CN=C2)(O)O. Cell line: MOLT-4. Synergy scores: CSS=40.7, Synergy_ZIP=-2.23, Synergy_Bliss=-4.06, Synergy_Loewe=-39.1, Synergy_HSA=-1.57. (3) Drug 1: C1=C(C(=O)NC(=O)N1)F. Drug 2: CC(C)(C#N)C1=CC(=CC(=C1)CN2C=NC=N2)C(C)(C)C#N. Cell line: IGROV1. Synergy scores: CSS=40.6, Synergy_ZIP=10.0, Synergy_Bliss=9.22, Synergy_Loewe=9.81, Synergy_HSA=10.0. (4) Drug 1: C1CC(C1)(C(=O)O)C(=O)O.[NH2-].[NH2-].[Pt+2]. Drug 2: CC=C1C(=O)NC(C(=O)OC2CC(=O)NC(C(=O)NC(CSSCCC=C2)C(=O)N1)C(C)C)C(C)C. Cell line: RXF 393. Synergy scores: CSS=36.2, Synergy_ZIP=-1.05, Synergy_Bliss=4.50, Synergy_Loewe=-24.7, Synergy_HSA=4.42. (5) Drug 1: CC1=C(C=C(C=C1)NC2=NC=CC(=N2)N(C)C3=CC4=NN(C(=C4C=C3)C)C)S(=O)(=O)N.Cl. Drug 2: CC=C1C(=O)NC(C(=O)OC2CC(=O)NC(C(=O)NC(CSSCCC=C2)C(=O)N1)C(C)C)C(C)C. Cell line: SNB-75. Synergy scores: CSS=44.3, Synergy_ZIP=-1.21, Synergy_Bliss=-2.62, Synergy_Loewe=-44.4, Synergy_HSA=-1.34. (6) Drug 1: C1CCN(CC1)CCOC2=CC=C(C=C2)C(=O)C3=C(SC4=C3C=CC(=C4)O)C5=CC=C(C=C5)O. Drug 2: COC1=C2C(=CC3=C1OC=C3)C=CC(=O)O2. Cell line: HCT-15. Synergy scores: CSS=-0.919, Synergy_ZIP=4.52, Synergy_Bliss=6.32, Synergy_Loewe=-0.347, Synergy_HSA=0.0898.